From a dataset of TCR-epitope binding with 47,182 pairs between 192 epitopes and 23,139 TCRs. Binary Classification. Given a T-cell receptor sequence (or CDR3 region) and an epitope sequence, predict whether binding occurs between them. (1) The epitope is CINGVCWTV. The TCR CDR3 sequence is CASSQEVAAGGGDTQYF. Result: 1 (the TCR binds to the epitope). (2) The epitope is EEHVQIHTI. The TCR CDR3 sequence is CASSPQGRGGFYGYTF. Result: 1 (the TCR binds to the epitope). (3) The epitope is KLPDDFTGCV. The TCR CDR3 sequence is CASSQDRVSSYNSPLHF. Result: 1 (the TCR binds to the epitope). (4) The epitope is YLQPRTFLL. The TCR CDR3 sequence is CASGRQNTGELFF. Result: 1 (the TCR binds to the epitope). (5) The epitope is SFHSLHLLF. The TCR CDR3 sequence is CASSLGQQETQYF. Result: 0 (the TCR does not bind to the epitope). (6) The TCR CDR3 sequence is CASFGGGGRNTEAFF. The epitope is NYSGVVTTVMF. Result: 0 (the TCR does not bind to the epitope). (7) The epitope is LLFNKVTLA. The TCR CDR3 sequence is CASRITGWSGVNTEAFF. Result: 0 (the TCR does not bind to the epitope).